Dataset: Reaction yield outcomes from USPTO patents with 853,638 reactions. Task: Predict the reaction yield, written as a fraction of the theoretical maximum amount of product (1.0 means a 100% yield; for example, 0.34 means a 34% yield). (1) The reactants are [CH3:1][C@:2]12[C@@:19]3([CH3:20])[C@@H:10]([C@:11]4([CH3:31])[C@@H:16]([CH2:17][CH2:18]3)[C:15]([CH3:22])([CH3:21])[C:14](OS(C(F)(F)F)(=O)=O)=[CH:13][CH2:12]4)[CH2:9][CH2:8][C@@H:7]1[C@H:6]1[C@H:32]([C:35]([CH3:37])=[CH2:36])[CH2:33][CH2:34][C@:5]1([C:38]([O:40][CH2:41][C:42]1[CH:47]=[CH:46][CH:45]=[CH:44][CH:43]=1)=[O:39])[CH2:4][CH2:3]2.[C:48]1(B(O)O)[CH:53]=[CH:52][C:51]([B:54]([OH:56])[OH:55])=[CH:50][CH:49]=1.C(=O)([O-])[O-].[Na+].[Na+]. The catalyst is C1COCC1.O.CCOC(C)=O.C1C=CC([P]([Pd]([P](C2C=CC=CC=2)(C2C=CC=CC=2)C2C=CC=CC=2)([P](C2C=CC=CC=2)(C2C=CC=CC=2)C2C=CC=CC=2)[P](C2C=CC=CC=2)(C2C=CC=CC=2)C2C=CC=CC=2)(C2C=CC=CC=2)C2C=CC=CC=2)=CC=1. The product is [CH2:41]([O:40][C:38]([C@:5]12[CH2:34][CH2:33][C@@H:32]([C:35]([CH3:37])=[CH2:36])[C@@H:6]1[C@@H:7]1[C@@:2]([CH3:1])([CH2:3][CH2:4]2)[C@@:19]2([CH3:20])[C@@H:10]([C@:11]3([CH3:31])[C@@H:16]([CH2:17][CH2:18]2)[C:15]([CH3:21])([CH3:22])[C:14]([C:48]2[CH:49]=[CH:50][C:51]([B:54]([OH:56])[OH:55])=[CH:52][CH:53]=2)=[CH:13][CH2:12]3)[CH2:9][CH2:8]1)=[O:39])[C:42]1[CH:47]=[CH:46][CH:45]=[CH:44][CH:43]=1. The yield is 0.342. (2) The reactants are Cl.[CH3:2][CH:3]([CH3:7])[C:4](=[NH:6])[NH2:5].C[O-].[Na+].[C:11]([C:13]1[CH:18]=[CH:17][CH:16]=[CH:15][C:14]=1[C:19]1[CH:24]=[CH:23][C:22]([CH2:25][CH:26]([C:31](=O)[CH2:32][CH2:33][CH2:34][CH3:35])[C:27](OC)=[O:28])=[CH:21][CH:20]=1)#[N:12]. The catalyst is CO.O1CCOCC1. The product is [CH2:32]([C:31]1[N:6]=[C:4]([CH:3]([CH3:7])[CH3:2])[NH:5][C:27](=[O:28])[C:26]=1[CH2:25][C:22]1[CH:21]=[CH:20][C:19]([C:14]2[C:13]([C:11]#[N:12])=[CH:18][CH:17]=[CH:16][CH:15]=2)=[CH:24][CH:23]=1)[CH2:33][CH2:34][CH3:35]. The yield is 0.620. (3) The reactants are [N:1]1[C:6]2[NH:7][CH:8]=[CH:9][C:5]=2[C:4](O)=[N:3][CH:2]=1.O=P(Cl)(Cl)[Cl:13]. No catalyst specified. The product is [Cl:13][C:4]1[N:3]=[CH:2][NH:1][C:6]2=[N:7][CH:8]=[CH:9][C:5]=12. The yield is 0.930. (4) The reactants are CC([N:5]([CH2:9][C:10]([NH:12][CH2:13][C:14]1[N:18]2[CH:19]=[CH:20][CH:21]=[CH:22][C:17]2=[N:16][C:15]=1[CH2:23][N:24]([CH3:35])[C@@H:25]1[C:34]2[N:33]=[CH:32][CH:31]=[CH:30][C:29]=2[CH2:28][CH2:27][CH2:26]1)=[O:11])C(=O)[O-])(C)C.FC(F)(F)C(O)=O. The catalyst is ClCCl. The product is [CH3:35][N:24]([CH2:23][C:15]1[N:16]=[C:17]2[CH:22]=[CH:21][CH:20]=[CH:19][N:18]2[C:14]=1[CH2:13][NH:12][C:10](=[O:11])[CH2:9][NH2:5])[CH:25]1[C:34]2[N:33]=[CH:32][CH:31]=[CH:30][C:29]=2[CH2:28][CH2:27][CH2:26]1. The yield is 0.770. (5) The reactants are [OH:1][C:2]1[CH:11]=[CH:10][C:5]([C:6]([O:8][CH3:9])=[O:7])=[CH:4][CH:3]=1.F[C:13]1[CH:18]=[CH:17][CH:16]=[CH:15][C:14]=1[N+:19]([O-:21])=[O:20].[CH3:22][O:23][C:24]([C:26]1[CH:39]=[CH:38][C:29]([O:30][C:31]2[CH:37]=[CH:36][CH:35]=[CH:34][C:32]=2[NH2:33])=[CH:28][CH:27]=1)=[O:25].[NH2:40][C:41]1[S:42][CH:43]=[CH:44][N:45]=1. No catalyst specified. The product is [CH3:9][O:8][C:6]([C:5]1[CH:4]=[CH:3][C:2]([O:1][C:13]2[CH:18]=[CH:17][CH:16]=[CH:15][C:14]=2[N+:19]([O-:21])=[O:20])=[CH:11][CH:10]=1)=[O:7].[CH3:22][O:23][C:24]([C:26]1[CH:39]=[CH:38][C:29]([O:30][C:31]2[CH:37]=[CH:36][CH:35]=[CH:34][C:32]=2[NH:33][C:2]([NH:40][C:41]2[S:42][CH:43]=[CH:44][N:45]=2)=[O:1])=[CH:28][CH:27]=1)=[O:25]. The yield is 0.580. (6) The reactants are [C:1]1(C=CC(O)=C[CH:3]=1)[OH:2].[C:9]1(N2CCC(=O)N2)[CH:14]=CC=C[CH:10]=1.P(=O)(O)(O)O.[C:26](=[O:29])([O-])[OH:27].[Na+]. The catalyst is O. The product is [C:26]([O:27][CH2:3][CH:1]=[O:2])(=[O:29])[C:9]([CH3:14])=[CH2:10]. The yield is 0.276. (7) The reactants are [Cl:1][C:2]1[N:7]=[C:6]([N:8]([CH:18]([CH3:20])[CH3:19])[CH2:9][C:10]([F:17])([F:16])[C:11](OCC)=[O:12])[C:5]([N+:21]([O-])=O)=[CH:4][N:3]=1. The product is [Cl:1][C:2]1[N:3]=[CH:4][C:5]2[NH:21][C:11](=[O:12])[C:10]([F:17])([F:16])[CH2:9][N:8]([CH:18]([CH3:20])[CH3:19])[C:6]=2[N:7]=1. The yield is 0.540. The catalyst is CC(O)=O.Cl.O.[Fe]. (8) The reactants are [CH3:1][C:2]1[C:3](=O)[NH:4][C:5]([NH:9][CH2:10][C:11]2[CH:16]=[CH:15][CH:14]=[CH:13][N:12]=2)=[N:6][C:7]=1[CH3:8].O(Cl)[Cl:19].[P+5]. The catalyst is CN(C)C=O. The product is [Cl:19][C:3]1[C:2]([CH3:1])=[C:7]([CH3:8])[N:6]=[C:5]([NH:9][CH2:10][C:11]2[CH:16]=[CH:15][CH:14]=[CH:13][N:12]=2)[N:4]=1. The yield is 0.740.